Dataset: Reaction yield outcomes from USPTO patents with 853,638 reactions. Task: Predict the reaction yield, written as a fraction of the theoretical maximum amount of product (1.0 means a 100% yield; for example, 0.34 means a 34% yield). (1) The reactants are [CH:1]1([NH:4][C:5](=[O:33])[C:6]2[CH:11]=[CH:10][C:9]([C:12]3[N:17]=[C:16]4[N:18]([CH2:21][C:22]5[CH:23]=[C:24]6[C:29](=[CH:30][CH:31]=5)[N:28]=[CH:27][CH:26]=[CH:25]6)[N:19]=[N:20][C:15]4=[CH:14][CH:13]=3)=[CH:8][C:7]=2[F:32])[CH2:3][CH2:2]1.ClC1C=CC=C(C(OO)=[O:42])C=1. The catalyst is ClCCl. The product is [CH:1]1([NH:4][C:5]([C:6]2[CH:11]=[CH:10][C:9]([C:12]3[N:17]=[C:16]4[N:18]([CH2:21][C:22]5[CH:23]=[C:24]6[C:29](=[CH:30][CH:31]=5)[N+:28]([O-:42])=[CH:27][CH:26]=[CH:25]6)[N:19]=[N:20][C:15]4=[CH:14][CH:13]=3)=[CH:8][C:7]=2[F:32])=[O:33])[CH2:2][CH2:3]1. The yield is 0.300. (2) The reactants are F[C:2]1[CH:7]=[CH:6][C:5]([N+:8]([O-:10])=[O:9])=[CH:4][C:3]=1[F:11].[C:12]([C:14]([C:17]1[CH:18]=[C:19]([CH:31]=[CH:32][CH:33]=1)[C:20]([NH:22][C:23]1[CH:28]=[C:27]([OH:29])[CH:26]=[CH:25][C:24]=1C)=[O:21])([CH3:16])[CH3:15])#[N:13].C(=O)([O-])[O-].[K+].[K+]. The product is [C:12]([C:14]([C:17]1[CH:18]=[C:19]([CH:31]=[CH:32][CH:33]=1)[C:20]([NH:22][C:23]1[CH:24]=[CH:25][CH:26]=[C:27]([O:29][C:2]2[CH:7]=[CH:6][C:5]([N+:8]([O-:10])=[O:9])=[CH:4][C:3]=2[F:11])[CH:28]=1)=[O:21])([CH3:16])[CH3:15])#[N:13]. The catalyst is CN(C)C=O. The yield is 0.700. (3) The reactants are [N+:1]([C:4]1[CH:21]=[CH:20][C:7]2[N:8]=[C:9]([NH:11][C:12](=[O:19])[C:13]3[CH:18]=[CH:17][CH:16]=[CH:15][CH:14]=3)[O:10][C:6]=2[CH:5]=1)([O-])=O.[H][H]. The catalyst is CN(C)C=O.[Pd]. The product is [NH2:1][C:4]1[CH:21]=[CH:20][C:7]2[N:8]=[C:9]([NH:11][C:12](=[O:19])[C:13]3[CH:18]=[CH:17][CH:16]=[CH:15][CH:14]=3)[O:10][C:6]=2[CH:5]=1. The yield is 0.450. (4) The reactants are [Br:1][C:2]1[CH:3]=[CH:4][C:5](F)=[N:6][CH:7]=1.[CH3:9][NH2:10].O. The catalyst is C1COCC1. The product is [Br:1][C:2]1[CH:3]=[CH:4][C:5]([NH:10][CH3:9])=[N:6][CH:7]=1. The yield is 0.240.